From a dataset of Catalyst prediction with 721,799 reactions and 888 catalyst types from USPTO. Predict which catalyst facilitates the given reaction. (1) Reactant: [OH:1][C@H:2]1[CH2:7][N:6]([C:8]([O:10][C:11]([CH3:14])([CH3:13])[CH3:12])=[O:9])[C@H:5]([CH3:15])[CH2:4][CH2:3]1.[H-].[Na+].[Cl:18][C:19]1[C:20](F)=[N:21][CH:22]=[CH:23][C:24]=1[I:25]. Product: [Cl:18][C:19]1[C:20]([O:1][C@H:2]2[CH2:7][N:6]([C:8]([O:10][C:11]([CH3:14])([CH3:13])[CH3:12])=[O:9])[C@H:5]([CH3:15])[CH2:4][CH2:3]2)=[N:21][CH:22]=[CH:23][C:24]=1[I:25]. The catalyst class is: 3. (2) Reactant: Cl[C:2]1[CH:7]=[C:6]([Cl:8])[N:5]=[C:4]([NH2:9])[N:3]=1.[CH3:10][CH:11]([NH2:13])[CH3:12].CCN(C(C)C)C(C)C. Product: [Cl:8][C:6]1[N:5]=[C:4]([NH2:9])[N:3]=[C:2]([NH:13][CH:11]([CH3:12])[CH3:10])[CH:7]=1. The catalyst class is: 114. (3) Product: [F:29][C:2]([F:1])([F:30])[C:3]1[CH:4]=[C:5]([CH:13]2[C:14]3([CH2:16][CH2:15]3)[NH:17][C:18](=[O:27])[O:19]2)[CH:6]=[C:7]([C:9]([F:10])([F:12])[F:11])[CH:8]=1. The catalyst class is: 1. Reactant: [F:1][C:2]([F:30])([F:29])[C:3]1[CH:4]=[C:5]([CH:13](O)[C:14]2([NH:17][C:18](=[O:27])[O:19]CC3C=CC=CC=3)[CH2:16][CH2:15]2)[CH:6]=[C:7]([C:9]([F:12])([F:11])[F:10])[CH:8]=1.[H-].[Na+]. (4) Reactant: [CH3:1][O:2][C:3]1[CH:8]=[CH:7][C:6]([C:9]2[CH2:13][C:12]([C:15]([F:18])([F:17])[F:16])(O)[O:11][N:10]=2)=[CH:5][C:4]=1[O:19][CH2:20][CH2:21][CH2:22][O:23][CH3:24].OS(O)(=O)=O. Product: [CH3:1][O:2][C:3]1[CH:8]=[CH:7][C:6]([C:9]2[CH:13]=[C:12]([C:15]([F:16])([F:17])[F:18])[O:11][N:10]=2)=[CH:5][C:4]=1[O:19][CH2:20][CH2:21][CH2:22][O:23][CH3:24]. The catalyst class is: 15. (5) Reactant: [Br:1][C:2]1[N:10]=[CH:9][C:8]2[NH:7][C:6]3[N:11]=[CH:12][C:13](I)=[CH:14][C:5]=3[C:4]=2[CH:3]=1.[CH3:16][O:17][CH:18]1[CH2:23][CH2:22][N:21]([CH2:24][C:25]2[CH:30]=[CH:29][C:28](B3OC(C)(C)C(C)(C)O3)=[CH:27][CH:26]=2)[CH2:20][CH2:19]1. Product: [Br:1][C:2]1[N:10]=[CH:9][C:8]2[NH:7][C:6]3[N:11]=[CH:12][C:13]([C:28]4[CH:27]=[CH:26][C:25]([CH2:24][N:21]5[CH2:20][CH2:19][CH:18]([O:17][CH3:16])[CH2:23][CH2:22]5)=[CH:30][CH:29]=4)=[CH:14][C:5]=3[C:4]=2[CH:3]=1. The catalyst class is: 813. (6) The catalyst class is: 216. Reactant: [NH2:1][C:2]1[CH:7]=[C:6]([Cl:8])[N:5]=[C:4](Cl)[N:3]=1.[O:10]1[CH2:15][CH2:14][N:13]([C:16]2[CH:22]=[CH:21][C:19]([NH2:20])=[CH:18][CH:17]=2)[CH2:12][CH2:11]1. Product: [Cl:8][C:6]1[N:5]=[C:4]([NH:20][C:19]2[CH:18]=[CH:17][C:16]([N:13]3[CH2:14][CH2:15][O:10][CH2:11][CH2:12]3)=[CH:22][CH:21]=2)[N:3]=[C:2]([NH2:1])[CH:7]=1. (7) Reactant: BrC1C=CC(OC2C=CC(C3([N:22]4[CH2:27][CH2:26][N:25]([C:28]5[CH:33]=[CH:32][C:31]([F:34])=[CH:30][CH:29]=5)[CH2:24][CH2:23]4)C(=O)NC(=O)NC3=O)=CC=2)=CC=1. Product: [F:34][C:31]1[CH:30]=[CH:29][C:28]([N:25]2[CH2:26][CH2:27][NH:22][CH2:23][CH2:24]2)=[CH:33][CH:32]=1. The catalyst class is: 5.